Task: Predict the reaction yield, written as a fraction of the theoretical maximum amount of product (1.0 means a 100% yield; for example, 0.34 means a 34% yield).. Dataset: Reaction yield outcomes from USPTO patents with 853,638 reactions (1) The reactants are [CH3:1][C:2]([CH3:14])([CH3:13])[C:3]([NH:5][C:6]1[CH:11]=[CH:10][CH:9]=[CH:8][C:7]=1[CH3:12])=O.[Li]CCCC.[NH4+].[Cl-]. The catalyst is C1COCC1. The yield is 0.880. The product is [C:2]([C:3]1[NH:5][C:6]2[C:7]([CH:12]=1)=[CH:8][CH:9]=[CH:10][CH:11]=2)([CH3:14])([CH3:13])[CH3:1]. (2) The reactants are [Br:1][C:2]1[CH:3]=[C:4](/[CH:8]=[N:9]/[S@@:10]([C:12]([CH3:15])([CH3:14])[CH3:13])=[O:11])[CH:5]=[CH:6][CH:7]=1.[CH2:16](Br)[CH:17]=[CH2:18].[In]. The catalyst is C1COCC1. The product is [Br:1][C:2]1[CH:3]=[C:4]([C@@H:8]([NH:9][S@@:10]([C:12]([CH3:15])([CH3:14])[CH3:13])=[O:11])[CH2:18][CH:17]=[CH2:16])[CH:5]=[CH:6][CH:7]=1. The yield is 0.890. (3) The reactants are [O:1]1[C:5]2[CH:6]=[CH:7][C:8]([C:10]3[S:11][CH:12]=[C:13]([C:15]([OH:17])=O)[N:14]=3)=[CH:9][C:4]=2[CH2:3][CH2:2]1.[CH3:18][N:19]1[CH2:24][CH2:23][N:22]([C:25]2[CH:34]=[CH:33][C:28]3[N:29]=[C:30]([NH2:32])[S:31][C:27]=3[CH:26]=2)[CH2:21][CH2:20]1.F[P-](F)(F)(F)(F)F.N1(OC(N(C)C)=[N+](C)C)C2C=CC=CC=2N=N1.C(N(CC)C(C)C)(C)C. The catalyst is CN(C)C=O.CN(C)C1C=CN=CC=1.CCOC(C)=O. The product is [O:1]1[C:5]2[CH:6]=[CH:7][C:8]([C:10]3[S:11][CH:12]=[C:13]([C:15]([NH:32][C:30]4[S:31][C:27]5[CH:26]=[C:25]([N:22]6[CH2:21][CH2:20][N:19]([CH3:18])[CH2:24][CH2:23]6)[CH:34]=[CH:33][C:28]=5[N:29]=4)=[O:17])[N:14]=3)=[CH:9][C:4]=2[CH2:3][CH2:2]1. The yield is 0.0700. (4) The reactants are [CH3:1][C:2]1[CH:6]=[CH:5][NH:4][C:3]=1[C:7]([O:9]C)=[O:8].[OH-].[Na+]. The catalyst is CO. The product is [CH3:1][C:2]1[CH:6]=[CH:5][NH:4][C:3]=1[C:7]([OH:9])=[O:8]. The yield is 0.770. (5) The reactants are [H-].[H-].[H-].[H-].[Li+].[Al+3].[C:7]([O:11][C:12]([NH:14][C@@H:15]([CH:20]([CH3:22])[CH3:21])[C:16](OC)=[O:17])=[O:13])([CH3:10])([CH3:9])[CH3:8]. The catalyst is C1COCC1. The product is [OH:17][CH2:16][C@@H:15]([NH:14][C:12](=[O:13])[O:11][C:7]([CH3:8])([CH3:10])[CH3:9])[CH:20]([CH3:22])[CH3:21]. The yield is 0.820.